This data is from Catalyst prediction with 721,799 reactions and 888 catalyst types from USPTO. The task is: Predict which catalyst facilitates the given reaction. Reactant: F[P-](F)(F)(F)(F)F.N1(OC(N(C)C)=[N+](C)C)C2[N:13]=[CH:14][CH:15]=[CH:16][C:11]=2N=N1.[F:25][C:26]1[CH:31]=[CH:30][C:29]([CH2:32][C:33]2[CH:42]=[C:41]3[C:36]([C:37]([OH:55])=[C:38]([C:48]([NH:50][CH2:51][CH2:52][O:53][CH3:54])=[O:49])[C:39](=[O:47])[N:40]3[CH2:43][C:44]([OH:46])=O)=[N:35][CH:34]=2)=[CH:28][CH:27]=1.C(N(CC)CC)C.C1(N)CCC1. Product: [CH:14]1([NH:13][C:44](=[O:46])[CH2:43][N:40]2[C:41]3[C:36](=[N:35][CH:34]=[C:33]([CH2:32][C:29]4[CH:30]=[CH:31][C:26]([F:25])=[CH:27][CH:28]=4)[CH:42]=3)[C:37]([OH:55])=[C:38]([C:48]([NH:50][CH2:51][CH2:52][O:53][CH3:54])=[O:49])[C:39]2=[O:47])[CH2:15][CH2:16][CH2:11]1. The catalyst class is: 3.